Dataset: Reaction yield outcomes from USPTO patents with 853,638 reactions. Task: Predict the reaction yield, written as a fraction of the theoretical maximum amount of product (1.0 means a 100% yield; for example, 0.34 means a 34% yield). (1) The reactants are C(OC[O:5][CH:6]1[CH2:23][CH:22]2[CH:8]([C:9](=[O:35])[N:10]([CH3:34])[CH2:11][CH2:12][CH2:13][CH2:14][CH:15]=[CH:16][CH:17]3[C:19]([C:25]([NH:27][S:28]([CH:31]4[CH2:33][CH2:32]4)(=[O:30])=[O:29])=[O:26])([NH:20][C:21]2=[O:24])[CH2:18]3)[CH2:7]1)C.C1COCC1.CO.O.Cl.C(=O)([O-])O.[Na+]. The catalyst is C(OCC)(=O)C.CO. The product is [OH:5][CH:6]1[CH2:23][CH:22]2[CH:8]([C:9](=[O:35])[N:10]([CH3:34])[CH2:11][CH2:12][CH2:13][CH2:14][CH:15]=[CH:16][CH:17]3[C:19]([C:25]([NH:27][S:28]([CH:31]4[CH2:32][CH2:33]4)(=[O:30])=[O:29])=[O:26])([NH:20][C:21]2=[O:24])[CH2:18]3)[CH2:7]1. The yield is 0.770. (2) The reactants are [N+:1]([C:4]1[CH:9]=[CH:8][C:7]([S:10]([N:13]2[CH2:18][CH2:17][O:16][CH2:15][CH2:14]2)(=[O:12])=[O:11])=[CH:6][CH:5]=1)([O-])=O.[Cl-].[NH4+]. The yield is 0.950. The product is [N:13]1([S:10]([C:7]2[CH:6]=[CH:5][C:4]([NH2:1])=[CH:9][CH:8]=2)(=[O:12])=[O:11])[CH2:14][CH2:15][O:16][CH2:17][CH2:18]1. The catalyst is O.[Fe]. (3) The reactants are [OH:1][C:2]1[C:10]([C:11]([F:14])([F:13])[F:12])=[CH:9][CH:8]=[CH:7][C:3]=1[C:4]([OH:6])=O.[CH3:15][Li].C. The catalyst is C1COCC1.CCOCC. The product is [OH:1][C:2]1[C:10]([C:11]([F:14])([F:13])[F:12])=[CH:9][CH:8]=[CH:7][C:3]=1[C:4](=[O:6])[CH3:15]. The yield is 0.990. (4) The reactants are O[CH2:2][C:3]1[CH:8]=[CH:7][CH:6]=[C:5]([C:9]([OH:12])([CH3:11])[CH3:10])[N:4]=1.C(Br)(Br)(Br)[Br:14].C1(P(C2C=CC=CC=2)C2C=CC=CC=2)C=CC=CC=1.C(=O)(O)[O-].[Na+]. The catalyst is ClCCl. The product is [Br:14][CH2:2][C:3]1[CH:8]=[CH:7][CH:6]=[C:5]([C:9]([OH:12])([CH3:11])[CH3:10])[N:4]=1. The yield is 0.740. (5) The reactants are [CH2:1]([O:15][C:16]1[C:17]2[C:25]([CH:26]=[C:27]3[CH:31]=[CH:30][S:29][C:28]=13)=[C:24]([O:32][CH2:33][CH2:34][CH2:35][CH2:36][CH2:37][CH2:38][CH2:39][CH2:40][CH2:41][CH2:42][CH2:43][CH2:44][CH2:45][CH3:46])[C:20]1[S:21][CH:22]=[CH:23][C:19]=1[CH:18]=2)[CH2:2][CH2:3][CH2:4][CH2:5][CH2:6][CH2:7][CH2:8][CH2:9][CH2:10][CH2:11][CH2:12][CH2:13][CH3:14].C([Li])CCC.[CH3:52][Sn:53](Cl)([CH3:55])[CH3:54].O. The catalyst is C1COCC1. The product is [CH3:52][Sn:53]([CH3:55])([CH3:54])[C:22]1[S:21][C:20]2[C:24]([O:32][CH2:33][CH2:34][CH2:35][CH2:36][CH2:37][CH2:38][CH2:39][CH2:40][CH2:41][CH2:42][CH2:43][CH2:44][CH2:45][CH3:46])=[C:25]3[C:17](=[CH:18][C:19]=2[CH:23]=1)[C:16]([O:15][CH2:1][CH2:2][CH2:3][CH2:4][CH2:5][CH2:6][CH2:7][CH2:8][CH2:9][CH2:10][CH2:11][CH2:12][CH2:13][CH3:14])=[C:28]1[S:29][C:30]([Sn:53]([CH3:55])([CH3:54])[CH3:52])=[CH:31][C:27]1=[CH:26]3. The yield is 0.860. (6) The reactants are [F:1][C:2]1[CH:7]=[CH:6][C:5]([C:8]2[N:13]=[C:12]([CH2:14][O:15][CH2:16][CH2:17][C:18]3[CH:19]=[C:20]([NH2:24])[CH:21]=[CH:22][CH:23]=3)[CH:11]=[CH:10][CH:9]=2)=[CH:4][CH:3]=1.[F:25][C:26]([F:39])([F:38])[S:27](O[S:27]([C:26]([F:39])([F:38])[F:25])(=[O:29])=[O:28])(=[O:29])=[O:28]. No catalyst specified. The product is [F:25][C:26]([F:39])([F:38])[S:27]([NH:24][C:20]1[CH:21]=[CH:22][CH:23]=[C:18]([CH2:17][CH2:16][O:15][CH2:14][C:12]2[CH:11]=[CH:10][CH:9]=[C:8]([C:5]3[CH:6]=[CH:7][C:2]([F:1])=[CH:3][CH:4]=3)[N:13]=2)[CH:19]=1)(=[O:29])=[O:28]. The yield is 0.700.